From a dataset of Reaction yield outcomes from USPTO patents with 853,638 reactions. Predict the reaction yield, written as a fraction of the theoretical maximum amount of product (1.0 means a 100% yield; for example, 0.34 means a 34% yield). The reactants are [NH2:1][C:2]1[CH:7]=[C:6]([F:8])[CH:5]=[CH:4][C:3]=1[S:9][CH2:10][C:11]1[CH:12]=[C:13]([CH:18]=[CH:19][CH:20]=1)[C:14]([O:16][CH3:17])=[O:15].[O:21]1[C:25]2[CH:26]=[CH:27][CH:28]=[CH:29][C:24]=2[CH:23]=[C:22]1[S:30](Cl)(=[O:32])=[O:31]. The catalyst is N1C=CC=CC=1. The product is [O:21]1[C:25]2[CH:26]=[CH:27][CH:28]=[CH:29][C:24]=2[CH:23]=[C:22]1[S:30]([NH:1][C:2]1[CH:7]=[C:6]([F:8])[CH:5]=[CH:4][C:3]=1[S:9][CH2:10][C:11]1[CH:12]=[C:13]([CH:18]=[CH:19][CH:20]=1)[C:14]([O:16][CH3:17])=[O:15])(=[O:32])=[O:31]. The yield is 0.500.